Dataset: Full USPTO retrosynthesis dataset with 1.9M reactions from patents (1976-2016). Task: Predict the reactants needed to synthesize the given product. (1) Given the product [C:11]1([N:9]2[CH:10]=[C:6]([CH2:4][OH:3])[N:7]=[N:8]2)[CH:12]=[CH:13][CH:14]=[CH:15][CH:16]=1, predict the reactants needed to synthesize it. The reactants are: C([O:3][C:4]([C:6]1[N:7]=[N:8][N:9]([C:11]2[CH:16]=[CH:15][CH:14]=[CH:13][CH:12]=2)[CH:10]=1)=O)C.[BH4-].[Na+].CO. (2) Given the product [N:1]1([C:10]2[S:14][C:13]([C:15]([NH2:29])=[O:17])=[C:12]([O:19][CH2:20][C:21]3[CH:26]=[CH:25][CH:24]=[C:23]([O:27][CH3:28])[CH:22]=3)[CH:11]=2)[C:5]2[CH:6]=[CH:7][CH:8]=[CH:9][C:4]=2[N:3]=[CH:2]1, predict the reactants needed to synthesize it. The reactants are: [N:1]1([C:10]2[S:14][C:13]([C:15]([O:17]C)=O)=[C:12]([O:19][CH2:20][C:21]3[CH:26]=[CH:25][CH:24]=[C:23]([O:27][CH3:28])[CH:22]=3)[CH:11]=2)[C:5]2[CH:6]=[CH:7][CH:8]=[CH:9][C:4]=2[N:3]=[CH:2]1.[NH3:29]. (3) The reactants are: [CH:1]1[C:6]([N+:7]([O-])=O)=[CH:5][CH:4]=[C:3]([S:10]([C:13]2[CH:18]=[CH:17][C:16]([N+:19]([O-])=O)=[CH:15][CH:14]=2)(=[O:12])=[O:11])[CH:2]=1.CS(O)(=O)=O. Given the product [CH:17]1[C:16]([NH2:19])=[CH:15][CH:14]=[C:13]([S:10]([C:3]2[CH:2]=[CH:1][C:6]([NH2:7])=[CH:5][CH:4]=2)(=[O:12])=[O:11])[CH:18]=1, predict the reactants needed to synthesize it.